This data is from Full USPTO retrosynthesis dataset with 1.9M reactions from patents (1976-2016). The task is: Predict the reactants needed to synthesize the given product. (1) The reactants are: [Cl:1][C:2]1[CH:7]=[CH:6][C:5]([C:8]2[C:13]([C:14]3[CH:19]=[CH:18][N:17]=[CH:16][C:15]=3[Cl:20])=[N:12][C:11]([N:21]3[CH2:26][CH2:25][NH:24][CH2:23][CH2:22]3)=[CH:10][N:9]=2)=[CH:4][CH:3]=1.ClC1N=[C:32]([CH3:34])[CH:31]=CN=1.[C:35]([O-])([O-])=O.[K+].[K+]. Given the product [Cl:1][C:2]1[CH:7]=[CH:6][C:5]([C:8]2[C:13]([C:14]3[CH:19]=[CH:18][N:17]=[CH:16][C:15]=3[Cl:20])=[N:12][C:11]([N:21]3[CH2:22][CH2:23][N:24]([CH2:35][CH:32]([CH3:31])[CH3:34])[CH2:25][CH2:26]3)=[CH:10][N:9]=2)=[CH:4][CH:3]=1, predict the reactants needed to synthesize it. (2) Given the product [OH:25][CH2:24][C@@H:23]([NH:22][C:20]1[CH:19]=[C:18]([C:32]2[CH:37]=[CH:36][CH:35]=[CH:34][CH:33]=2)[N:17]=[C:16]([NH:15][C:12]2[CH:11]=[CH:10][C:9]([C:5]3([C:3]([OH:4])=[O:2])[CH2:8][CH2:7][CH2:6]3)=[CH:14][CH:13]=2)[N:21]=1)[C:26]1[CH:31]=[CH:30][CH:29]=[CH:28][CH:27]=1, predict the reactants needed to synthesize it. The reactants are: C[O:2][C:3]([C:5]1([C:9]2[CH:14]=[CH:13][C:12]([NH:15][C:16]3[N:21]=[C:20]([NH:22][C@@H:23]([C:26]4[CH:31]=[CH:30][CH:29]=[CH:28][CH:27]=4)[CH2:24][OH:25])[CH:19]=[C:18]([C:32]4[CH:37]=[CH:36][CH:35]=[CH:34][CH:33]=4)[N:17]=3)=[CH:11][CH:10]=2)[CH2:8][CH2:7][CH2:6]1)=[O:4].[OH-].[Na+]. (3) The reactants are: Br[C:2]1[CH:16]=[CH:15][C:5]([O:6][CH:7]2[CH2:12][CH2:11][N:10]([CH:13]=[O:14])[CH2:9][CH2:8]2)=[C:4]([O:17][CH3:18])[CH:3]=1.[B:19]1([B:19]2[O:23][C:22]([CH3:25])([CH3:24])[C:21]([CH3:27])([CH3:26])[O:20]2)[O:23][C:22]([CH3:25])([CH3:24])[C:21]([CH3:27])([CH3:26])[O:20]1.CC([O-])=O.[K+]. Given the product [CH3:18][O:17][C:4]1[CH:3]=[C:2]([B:19]2[O:23][C:22]([CH3:25])([CH3:24])[C:21]([CH3:27])([CH3:26])[O:20]2)[CH:16]=[CH:15][C:5]=1[O:6][CH:7]1[CH2:12][CH2:11][N:10]([CH:13]=[O:14])[CH2:9][CH2:8]1, predict the reactants needed to synthesize it.